From a dataset of Full USPTO retrosynthesis dataset with 1.9M reactions from patents (1976-2016). Predict the reactants needed to synthesize the given product. The reactants are: [F:1][C:2]1[CH:7]=[CH:6][CH:5]=[CH:4][C:3]=1[N:8]1[C:12]([S:13]([C:16]2[CH:21]=[CH:20][CH:19]=[CH:18][CH:17]=2)(=[O:15])=[O:14])=[CH:11][C:10]([C:22]([O:24]CC)=O)=[N:9]1.[CH3:27][NH2:28].CO. Given the product [F:1][C:2]1[CH:7]=[CH:6][CH:5]=[CH:4][C:3]=1[N:8]1[C:12]([S:13]([C:16]2[CH:21]=[CH:20][CH:19]=[CH:18][CH:17]=2)(=[O:14])=[O:15])=[CH:11][C:10]([C:22]([NH:28][CH3:27])=[O:24])=[N:9]1, predict the reactants needed to synthesize it.